This data is from Catalyst prediction with 721,799 reactions and 888 catalyst types from USPTO. The task is: Predict which catalyst facilitates the given reaction. Product: [OH:2][CH2:1][CH2:3][NH:4][S:20]([C:17]1[CH:16]=[CH:15][C:14]([O:13][CH3:12])=[CH:19][CH:18]=1)(=[O:22])=[O:21]. Reactant: [CH2:1]([CH2:3][NH2:4])[OH:2].C(N(CC)CC)C.[CH3:12][O:13][C:14]1[CH:19]=[CH:18][C:17]([S:20](Cl)(=[O:22])=[O:21])=[CH:16][CH:15]=1. The catalyst class is: 20.